Dataset: Merck oncology drug combination screen with 23,052 pairs across 39 cell lines. Task: Regression. Given two drug SMILES strings and cell line genomic features, predict the synergy score measuring deviation from expected non-interaction effect. (1) Drug 1: Nc1ccn(C2OC(CO)C(O)C2(F)F)c(=O)n1. Drug 2: CNC(=O)c1cc(Oc2ccc(NC(=O)Nc3ccc(Cl)c(C(F)(F)F)c3)cc2)ccn1. Cell line: SKMEL30. Synergy scores: synergy=-5.29. (2) Drug 1: COC1CC2CCC(C)C(O)(O2)C(=O)C(=O)N2CCCCC2C(=O)OC(C(C)CC2CCC(OP(C)(C)=O)C(OC)C2)CC(=O)C(C)C=C(C)C(O)C(OC)C(=O)C(C)CC(C)C=CC=CC=C1C. Drug 2: Cn1c(=O)n(-c2ccc(C(C)(C)C#N)cc2)c2c3cc(-c4cnc5ccccc5c4)ccc3ncc21. Cell line: OCUBM. Synergy scores: synergy=55.2. (3) Drug 1: O=C(CCCCCCC(=O)Nc1ccccc1)NO. Drug 2: C#Cc1cccc(Nc2ncnc3cc(OCCOC)c(OCCOC)cc23)c1. Cell line: OCUBM. Synergy scores: synergy=9.23.